From a dataset of Peptide-MHC class II binding affinity with 134,281 pairs from IEDB. Regression. Given a peptide amino acid sequence and an MHC pseudo amino acid sequence, predict their binding affinity value. This is MHC class II binding data. (1) The peptide sequence is AFKVPATAANAAPAN. The MHC is HLA-DPA10201-DPB11401 with pseudo-sequence HLA-DPA10201-DPB11401. The binding affinity (normalized) is 0.456. (2) The peptide sequence is MMGKREKKLSEFGKA. The MHC is HLA-DQA10601-DQB10402 with pseudo-sequence HLA-DQA10601-DQB10402. The binding affinity (normalized) is 0.280. (3) The peptide sequence is VVAPQLPADLMIRII. The MHC is DRB1_1001 with pseudo-sequence DRB1_1001. The binding affinity (normalized) is 0.613. (4) The peptide sequence is RVWEQIFSTWLLKPG. The MHC is HLA-DPA10201-DPB10501 with pseudo-sequence HLA-DPA10201-DPB10501. The binding affinity (normalized) is 0.307. (5) The peptide sequence is LQKIERWFVRNPFFA. The MHC is H-2-IAb with pseudo-sequence H-2-IAb. The binding affinity (normalized) is 0.298. (6) The peptide sequence is QLVPKLDEVYNAAYN. The MHC is DRB1_0802 with pseudo-sequence DRB1_0802. The binding affinity (normalized) is 0.505.